Dataset: Full USPTO retrosynthesis dataset with 1.9M reactions from patents (1976-2016). Task: Predict the reactants needed to synthesize the given product. (1) Given the product [O:30]1[CH:31]=[CH:32][C:28]([O:1][CH2:2][C@@H:3]2[O:7][C:6](=[O:8])[N:5]([C:9]3[CH:14]=[CH:13][C:12]([S:15][CH3:16])=[CH:11][CH:10]=3)[CH2:4]2)=[N:29]1, predict the reactants needed to synthesize it. The reactants are: [OH:1][CH2:2][C@@H:3]1[O:7][C:6](=[O:8])[N:5]([C:9]2[CH:14]=[CH:13][C:12]([S:15][CH3:16])=[CH:11][CH:10]=2)[CH2:4]1.C(OC[C@@H]1OC1)(=O)CCC.O[C:28]1[CH:32]=[CH:31][O:30][N:29]=1.CC(OC(/N=N/C(OC(C)C)=O)=O)C.C1(P(C2C=CC=CC=2)C2C=CC=CC=2)C=CC=CC=1. (2) Given the product [NH:48]1[C:49]2[CH:55]=[CH:54][CH:53]=[CH:52][C:50]=2[N:51]=[C:47]1[CH2:46][NH:45][C:39]([C:11]1[CH:10]=[CH:9][C:8]2[C:7]([CH:1]3[CH2:2][CH2:3][CH2:4][CH2:5][CH2:6]3)=[C:15]3[C:16]4[CH:38]=[CH:37][CH:36]=[CH:35][C:17]=4[CH:18]=[C:19]([C:21]([N:23]4[CH2:28][CH2:27][CH:26]([N:29]5[CH2:34][CH2:33][O:32][CH2:31][CH2:30]5)[CH2:25][CH2:24]4)=[O:22])[CH2:20][N:14]3[C:13]=2[CH:12]=1)=[O:40], predict the reactants needed to synthesize it. The reactants are: [CH:1]1([C:7]2[C:8]3[CH:9]=[CH:10][C:11]([C:39](O)=[O:40])=[CH:12][C:13]=3[N:14]3[CH2:20][C:19]([C:21]([N:23]4[CH2:28][CH2:27][CH:26]([N:29]5[CH2:34][CH2:33][O:32][CH2:31][CH2:30]5)[CH2:25][CH2:24]4)=[O:22])=[CH:18][C:17]4[CH:35]=[CH:36][CH:37]=[CH:38][C:16]=4[C:15]=23)[CH2:6][CH2:5][CH2:4][CH2:3][CH2:2]1.O.Cl.Cl.[NH2:45][CH2:46][C:47]1[NH:48][C:49]2[CH:55]=[CH:54][CH:53]=[CH:52][C:50]=2[N:51]=1.C(N(CC)C(C)C)(C)C.Cl.CN(C)CCCN=C=NCC.ON1C2C=CC=CC=2N=N1.